From a dataset of Full USPTO retrosynthesis dataset with 1.9M reactions from patents (1976-2016). Predict the reactants needed to synthesize the given product. (1) The reactants are: [NH2:1][C:2]1[CH:7]=[CH:6][CH:5]=[CH:4][C:3]=1[NH:8][CH:9]1[CH2:14][CH2:13][N:12]([C:15]([O:17][C:18]([CH3:21])([CH3:20])[CH3:19])=[O:16])[CH2:11][CH2:10]1.[N:22]#[C:23]Br.C(Cl)Cl.CO. Given the product [NH:22]=[C:23]1[N:8]([CH:9]2[CH2:10][CH2:11][N:12]([C:15]([O:17][C:18]([CH3:21])([CH3:20])[CH3:19])=[O:16])[CH2:13][CH2:14]2)[C:3]2[CH:4]=[CH:5][CH:6]=[CH:7][C:2]=2[NH:1]1, predict the reactants needed to synthesize it. (2) Given the product [CH2:1]([S:8][CH:9]([CH:35]([O:38][CH3:39])[O:36][CH3:37])[CH2:10][NH:11][C:12]([C:14]1[NH:15][C:16]2[C:21]([CH:22]=1)=[CH:20][C:19]([O:23][C:24]1[CH:29]=[CH:28][C:27]([S:30]([CH3:33])(=[O:31])=[O:32])=[CH:26][CH:25]=1)=[CH:18][C:17]=2[O:34][CH:56]([CH3:57])[CH2:55][O:54][CH3:53])=[O:13])[C:2]1[CH:3]=[CH:4][CH:5]=[CH:6][CH:7]=1, predict the reactants needed to synthesize it. The reactants are: [CH2:1]([S:8][CH:9]([CH:35]([O:38][CH3:39])[O:36][CH3:37])[CH2:10][NH:11][C:12]([C:14]1[NH:15][C:16]2[C:21]([CH:22]=1)=[CH:20][C:19]([O:23][C:24]1[CH:29]=[CH:28][C:27]([S:30]([CH3:33])(=[O:32])=[O:31])=[CH:26][CH:25]=1)=[CH:18][C:17]=2[OH:34])=[O:13])[C:2]1[CH:7]=[CH:6][CH:5]=[CH:4][CH:3]=1.C(P(CCCC)CCCC)CCC.[CH3:53][O:54][CH2:55][CH:56](O)[CH3:57].N(C(N1CCCCC1)=O)=NC(N1CCCCC1)=O. (3) Given the product [CH3:12][O:11][C:10]1[CH:9]=[CH:8][CH:7]=[C:3]2[C:2]=1[N:1]=[C:29]([CH:26]1[CH2:27][CH2:28][N:23]([CH3:21])[CH2:24][CH2:25]1)[NH:6][C:4]2=[O:5], predict the reactants needed to synthesize it. The reactants are: [NH2:1][C:2]1[C:10]([O:11][CH3:12])=[CH:9][CH:8]=[CH:7][C:3]=1[C:4]([NH2:6])=[O:5].C(O[C:21]([N:23]1[CH2:28][CH2:27][CH:26]([C:29](Cl)=O)[CH2:25][CH2:24]1)=O)C1C=CC=CC=1. (4) Given the product [CH:12]1([C:6]2[CH:5]=[C:4]([CH:9]=[C:8]([O:10][CH3:11])[N:7]=2)[C:3]([NH2:18])=[O:2])[CH2:16][CH2:15][CH2:14][CH2:13]1, predict the reactants needed to synthesize it. The reactants are: C[O:2][C:3](=O)[C:4]1[CH:9]=[C:8]([O:10][CH3:11])[N:7]=[C:6]([CH:12]2[CH2:16][CH2:15][CH2:14][CH2:13]2)[CH:5]=1.[NH3:18]. (5) Given the product [CH2:35]([O:34][C:32]([N:7]1[CH:16]2[CH:11]([C:12](=[O:17])[CH2:13][CH2:14][CH2:15]2)[CH2:10][CH2:9][CH2:8]1)=[O:33])[CH3:36], predict the reactants needed to synthesize it. The reactants are: C(O)(=O)C(O)=O.[NH:7]1[CH:16]2[CH:11]([C:12](=[O:17])[CH2:13][CH2:14][CH2:15]2)[CH2:10][CH2:9][CH2:8]1.C1(C)C=CC=CC=1.C(=O)([O-])[O-].[K+].[K+].Cl[C:32]([O:34][CH2:35][CH3:36])=[O:33]. (6) Given the product [NH2:3][C:7]1[C:8]([S:20][CH2:21][CH2:22][CH2:23][OH:24])=[N:14][CH:13]=[N:12][CH:9]=1, predict the reactants needed to synthesize it. The reactants are: CC[N:3]([CH:7]([CH3:9])[CH3:8])C(C)C.ClC1[N:12]([N+]([O-])=O)[CH2:13][N:14]=CC=1.[SH:20][CH2:21][CH2:22][CH2:23][OH:24].O. (7) Given the product [Br:22][C:4]1[CH:5]=[CH:6][C:7]2[NH:12][C:11](=[O:13])[O:10][C:9](=[O:14])[C:8]=2[C:3]=1[O:2][CH3:1], predict the reactants needed to synthesize it. The reactants are: [CH3:1][O:2][C:3]1[C:8]2[C:9](=[O:14])[O:10][C:11](=[O:13])[NH:12][C:7]=2[CH:6]=[CH:5][CH:4]=1.C1C(=O)N([Br:22])C(=O)C1. (8) Given the product [CH2:1]([N:5]1[CH2:10][CH2:9][CH2:8][CH2:7][CH:6]1[CH2:11][NH2:13])[CH:2]([CH3:4])[CH3:3], predict the reactants needed to synthesize it. The reactants are: [CH2:1]([N:5]1[CH2:10][CH2:9][CH2:8][CH2:7][CH:6]1[C:11]([NH2:13])=O)[CH:2]([CH3:4])[CH3:3].[H-].[Al+3].[Li+].[H-].[H-].[H-].